From a dataset of Catalyst prediction with 721,799 reactions and 888 catalyst types from USPTO. Predict which catalyst facilitates the given reaction. (1) Reactant: [I:1][C:2]1[N:7]=[N:6][C:5]([NH2:8])=[CH:4][CH:3]=1.[H-].[Na+].Cl[CH2:12][C:13]1[CH:18]=[CH:17][C:16]([O:19][CH3:20])=[CH:15][CH:14]=1. Product: [I:1][C:2]1[N:7]=[N:6][C:5]([N:8]([CH2:12][C:13]2[CH:18]=[CH:17][C:16]([O:19][CH3:20])=[CH:15][CH:14]=2)[CH2:12][C:13]2[CH:18]=[CH:17][C:16]([O:19][CH3:20])=[CH:15][CH:14]=2)=[CH:4][CH:3]=1. The catalyst class is: 3. (2) Reactant: [F:1][C:2]1[CH:26]=[CH:25][C:5]([C:6]([CH2:8][CH2:9][CH2:10][C:11]([N:13]2[C@@H:17]([C:18]3[CH:23]=[CH:22][CH:21]=[CH:20][CH:19]=3)[CH2:16][O:15][C:14]2=[O:24])=[O:12])=[O:7])=[CH:4][CH:3]=1.[CH3:27]O.C1(C)C=CC(S(O)(=O)=O)=CC=1.[C:40]([O-:43])(O)=O.[Na+]. Product: [CH3:27][O:7][C:6]([O:43][CH3:40])([C:5]1[CH:4]=[CH:3][C:2]([F:1])=[CH:26][CH:25]=1)[CH2:8][CH2:9][CH2:10][C:11]([N:13]1[C@@H:17]([C:18]2[CH:19]=[CH:20][CH:21]=[CH:22][CH:23]=2)[CH2:16][O:15][C:14]1=[O:24])=[O:12]. The catalyst class is: 11. (3) Reactant: [CH3:1][O:2][C:3]1[CH:4]=[CH:5][C:6]([N+:11]([O-:13])=[O:12])=[C:7]([CH2:9][OH:10])[CH:8]=1.N1C=CN=C1.[CH3:19][C:20]([Si:23](Cl)([CH3:25])[CH3:24])([CH3:22])[CH3:21]. Product: [C:20]([Si:23]([O:10][CH2:9][C:7]1[CH:8]=[C:3]([O:2][CH3:1])[CH:4]=[CH:5][C:6]=1[N+:11]([O-:13])=[O:12])([CH3:25])[CH3:24])([CH3:22])([CH3:21])[CH3:19]. The catalyst class is: 118. (4) Reactant: CCOC(/N=N/C(OCC)=O)=O.[C:13]([O:17][C:18]([N:20]1[CH2:24][C@@H:23]([CH2:25][N:26]([CH:42]([CH3:44])[CH3:43])[C:27](=[O:41])[C:28]2[CH:33]=[CH:32][C:31]([CH3:34])=[C:30]([O:35][CH2:36][CH2:37][CH2:38][O:39][CH3:40])[CH:29]=2)[C@H:22]([CH2:45]O)[CH2:21]1)=[O:19])([CH3:16])([CH3:15])[CH3:14].[C:47]1(=[O:57])[NH:51][C:50](=[O:52])[C:49]2=[CH:53][CH:54]=[CH:55][CH:56]=[C:48]12.C1C=CC(P(C2C=CC=CC=2)C2C=CC=CC=2)=CC=1. Product: [C:13]([O:17][C:18]([N:20]1[CH2:24][C@@H:23]([CH2:25][N:26]([CH:42]([CH3:44])[CH3:43])[C:27](=[O:41])[C:28]2[CH:33]=[CH:32][C:31]([CH3:34])=[C:30]([O:35][CH2:36][CH2:37][CH2:38][O:39][CH3:40])[CH:29]=2)[C@H:22]([CH2:45][N:51]2[C:47](=[O:57])[C:48]3[C:49](=[CH:53][CH:54]=[CH:55][CH:56]=3)[C:50]2=[O:52])[CH2:21]1)=[O:19])([CH3:16])([CH3:15])[CH3:14]. The catalyst class is: 20. (5) Reactant: [NH2:1][C:2]1[N:7]=[C:6]([C:8]2[N:12]([CH2:13][CH:14]3[CH2:16][CH2:15]3)[C:11]([CH3:17])=[N:10][CH:9]=2)[CH:5]=[CH:4][N:3]=1.[CH3:18][O:19][CH2:20][CH2:21][N:22]([C:33]([CH3:36])([CH3:35])[CH3:34])[S:23]([C:26]1[CH:31]=[CH:30][C:29](I)=[CH:28][CH:27]=1)(=[O:25])=[O:24].C(O)(=O)C. Product: [CH:14]1([CH2:13][N:12]2[C:8]([C:6]3[CH:5]=[CH:4][N:3]=[C:2]([NH:1][C:29]4[CH:28]=[CH:27][C:26]([S:23](=[O:24])(=[O:25])[N:22]([CH2:21][CH2:20][O:19][CH3:18])[C:33]([CH3:36])([CH3:34])[CH3:35])=[CH:31][CH:30]=4)[N:7]=3)=[CH:9][N:10]=[C:11]2[CH3:17])[CH2:15][CH2:16]1. The catalyst class is: 6.